This data is from Full USPTO retrosynthesis dataset with 1.9M reactions from patents (1976-2016). The task is: Predict the reactants needed to synthesize the given product. (1) Given the product [F:39][C:33]1[C:34]([F:38])=[CH:35][CH:36]=[CH:37][C:32]=1[CH2:31][N:9]1[C:5]2=[N:6][C:7]([CH3:8])=[C:2]([F:1])[CH:3]=[C:4]2[C:11]([C:12]2[N:13]=[N:14][C:15]3[C:20]4([CH2:22][CH2:21]4)[C:19](=[O:23])[NH:18][C:16]=3[N:17]=2)=[N:10]1, predict the reactants needed to synthesize it. The reactants are: [F:1][C:2]1[CH:3]=[C:4]2[C:11]([C:12]3[N:13]=[N:14][C:15]4[C:20]5([CH2:22][CH2:21]5)[C:19](=[O:23])[NH:18][C:16]=4[N:17]=3)=[N:10][NH:9][C:5]2=[N:6][C:7]=1[CH3:8].C(=O)([O-])[O-].[Cs+].[Cs+].Br[CH2:31][C:32]1[CH:37]=[CH:36][CH:35]=[C:34]([F:38])[C:33]=1[F:39]. (2) Given the product [NH2:8][C:6]1[CH:5]=[CH:4][C:3]([CH:11]2[CH2:16][CH2:15][N:14]([CH:17]=[O:18])[CH2:13][CH2:12]2)=[C:2]([CH3:1])[CH:7]=1, predict the reactants needed to synthesize it. The reactants are: [CH3:1][C:2]1[CH:7]=[C:6]([N+:8]([O-])=O)[CH:5]=[CH:4][C:3]=1[C:11]1[CH2:16][CH2:15][N:14]([CH:17]=[O:18])[CH2:13][CH:12]=1.[H][H]. (3) Given the product [Br:1][C:2]1[CH:7]=[C:6]2[C:5](=[CH:4][C:3]=1[O:22][CH3:23])[NH:8][C:9]([C:16]1[CH:17]=[CH:18][CH:19]=[CH:20][CH:21]=1)=[CH:10][C:11]2=[O:13], predict the reactants needed to synthesize it. The reactants are: [Br:1][C:2]1[CH:7]=[CH:6][C:5]([NH:8][C:9]([C:16]2[CH:21]=[CH:20][CH:19]=[CH:18][CH:17]=2)=[CH:10][C:11]([O:13]CC)=O)=[CH:4][C:3]=1[O:22][CH3:23]. (4) Given the product [CH2:1]([NH:8][CH2:9][CH2:10][C:11]1[CH:16]=[CH:15][C:14]([C:17]2[CH:22]=[CH:21][C:20]([C:23]([O:25][CH3:26])=[O:24])=[C:19]([NH:27][CH:28]([CH3:30])[CH3:29])[CH:18]=2)=[CH:13][CH:12]=1)[C:2]1[CH:3]=[CH:4][CH:5]=[CH:6][CH:7]=1, predict the reactants needed to synthesize it. The reactants are: [CH2:1]([N:8](C(OC(C)(C)C)=O)[CH2:9][CH2:10][C:11]1[CH:16]=[CH:15][C:14]([C:17]2[CH:22]=[CH:21][C:20]([C:23]([O:25][CH3:26])=[O:24])=[C:19]([NH:27][CH:28]([CH3:30])[CH3:29])[CH:18]=2)=[CH:13][CH:12]=1)[C:2]1[CH:7]=[CH:6][CH:5]=[CH:4][CH:3]=1.Cl. (5) Given the product [F:37][C:2]([F:1])([C:12]([F:35])([F:36])[C:13]([F:33])([F:34])[C:14]([F:31])([F:32])[C:15]([F:29])([F:30])[C:16]([F:28])([F:27])[C:17]([F:26])([C:22]([F:23])([F:24])[F:25])[C:18]([F:20])([F:19])[F:21])[CH2:3][CH2:4][Si:5]([Br:41])([CH:9]([CH3:11])[CH3:10])[CH:6]([CH3:8])[CH3:7], predict the reactants needed to synthesize it. The reactants are: [F:1][C:2]([F:37])([C:12]([F:36])([F:35])[C:13]([F:34])([F:33])[C:14]([F:32])([F:31])[C:15]([F:30])([F:29])[C:16]([F:28])([F:27])[C:17]([F:26])([C:22]([F:25])([F:24])[F:23])[C:18]([F:21])([F:20])[F:19])[CH2:3][CH2:4][SiH:5]([CH:9]([CH3:11])[CH3:10])[CH:6]([CH3:8])[CH3:7].C([Br:41])C=C. (6) Given the product [ClH:20].[ClH:20].[CH3:1][N:2]1[CH:6]=[CH:5][N:4]=[C:3]1[CH:7]1[CH2:12][CH2:11][NH:10][CH2:9][CH2:8]1, predict the reactants needed to synthesize it. The reactants are: [CH3:1][N:2]1[CH:6]=[CH:5][N:4]=[C:3]1[CH:7]1[CH2:12][CH2:11][N:10](C(OC(C)(C)C)=O)[CH2:9][CH2:8]1.[ClH:20].